Dataset: HIV replication inhibition screening data with 41,000+ compounds from the AIDS Antiviral Screen. Task: Binary Classification. Given a drug SMILES string, predict its activity (active/inactive) in a high-throughput screening assay against a specified biological target. (1) The compound is CC1OC(OCC2OC(Oc3c(-c4ccc(O)cc4)oc4cc(O)cc(O)c4c3=O)C(OC3OC(C)C(O)C(O)C3O)C(O)C2O)C(O)C(O)C1O. The result is 0 (inactive). (2) The drug is N#CCCC(C=O)(CCC#N)CCC#N. The result is 0 (inactive). (3) The drug is CCCCCCCC(=O)OCC1OC(OC)C(NC(=O)N(CCCl)N=O)C(O)C1O. The result is 0 (inactive). (4) The molecule is c1ccc(C2=N[NH+]3C(=[S+][Fe-2]34[S-2][Fe-2]3([S+]=C5OC(c6ccccc6)=N[NH+]53)[S-2]4)O2)cc1. The result is 0 (inactive). (5) The molecule is CCN(CCCl)c1cc(CN(C)C)cc(NC(=O)c2ccc(C(=O)Nc3cc(CN(C)C)cc(N(CC)CCCl)c3)cc2)c1.Cl. The result is 0 (inactive).